From a dataset of Forward reaction prediction with 1.9M reactions from USPTO patents (1976-2016). Predict the product of the given reaction. (1) Given the reactants Cl[C:2]1[CH:7]=[CH:6][C:5]([N+:8]([O-:10])=[O:9])=[CH:4][N:3]=1.[CH:11]12[CH2:17]C[CH:15]1[CH2:14][NH:13][CH2:12]2.C(N(CC)CC)C, predict the reaction product. The product is: [CH:15]12[CH2:17][CH:11]1[CH2:12][N:13]([C:2]1[CH:7]=[CH:6][C:5]([N+:8]([O-:10])=[O:9])=[CH:4][N:3]=1)[CH2:14]2. (2) The product is: [Br:32][C:29]1[CH:30]=[CH:31][C:26]([O:25][C@H:12]2[O:11][C@H:10]([CH2:9][OH:8])[C@@H:15]([OH:16])[C@H:14]([OH:20])[C@@H:13]2[F:24])=[C:27]([C:33]([F:36])([F:34])[F:35])[CH:28]=1. Given the reactants C([O-])(=O)C.C([O:8][CH2:9][C@@H:10]1[C@@H:15]([O:16]C(=O)C)[C@H:14]([O:20]C(=O)C)[C@H:13]([F:24])[C@@H:12]([O:25][C:26]2[CH:31]=[CH:30][C:29]([Br:32])=[CH:28][C:27]=2[C:33]([F:36])([F:35])[F:34])[O:11]1)(=O)C, predict the reaction product.